From a dataset of Forward reaction prediction with 1.9M reactions from USPTO patents (1976-2016). Predict the product of the given reaction. Given the reactants [N:1]1([CH:10]2[CH2:14][CH2:13][CH:12]([NH:15][C:16]3[CH:23]=[CH:22][C:19]([C:20]#[N:21])=[C:18]([C:24]([F:27])([F:26])[F:25])[CH:17]=3)[CH2:11]2)[C:5]2[CH:6]=[CH:7][CH:8]=[CH:9][C:4]=2[N:3]=[CH:2]1.[H-].[Na+].I[CH2:31][CH3:32], predict the reaction product. The product is: [N:1]1([CH:10]2[CH2:14][CH2:13][CH:12]([N:15]([CH2:31][CH3:32])[C:16]3[CH:23]=[CH:22][C:19]([C:20]#[N:21])=[C:18]([C:24]([F:26])([F:25])[F:27])[CH:17]=3)[CH2:11]2)[C:5]2[CH:6]=[CH:7][CH:8]=[CH:9][C:4]=2[N:3]=[CH:2]1.